From a dataset of Full USPTO retrosynthesis dataset with 1.9M reactions from patents (1976-2016). Predict the reactants needed to synthesize the given product. (1) Given the product [F:27][C:28]([F:33])([F:32])[C:29]([OH:31])=[O:30].[CH2:1]([C@H:4]1[CH2:8][NH:7][CH2:6][C@@:5]1([NH:20][C:21](=[O:26])[C:22]([F:23])([F:24])[F:25])[C:16]([O:18][CH3:19])=[O:17])[CH:2]=[CH2:3], predict the reactants needed to synthesize it. The reactants are: [CH2:1]([C@H:4]1[CH2:8][N:7](C(OC(C)(C)C)=O)[CH2:6][C@@:5]1([NH:20][C:21](=[O:26])[C:22]([F:25])([F:24])[F:23])[C:16]([O:18][CH3:19])=[O:17])[CH:2]=[CH2:3].[F:27][C:28]([F:33])([F:32])[C:29]([OH:31])=[O:30]. (2) Given the product [O:27]=[C:25]([N:57]1[CH2:58][CH2:59][CH:55]([O:54][C:53]2[CH:60]=[CH:61][CH:62]=[C:51]([C:50]([F:49])([F:64])[F:63])[CH:52]=2)[CH2:56]1)[CH2:24][NH:23][C:21]([C:18]1[CH:17]=[C:16]([C:10]2[CH:11]=[CH:12][CH:13]=[CH:14][CH:15]=2)[NH:20][N:19]=1)=[O:22], predict the reactants needed to synthesize it. The reactants are: CCN(C(C)C)C(C)C.[C:10]1([C:16]2[NH:20][N:19]=[C:18]([C:21]([NH:23][CH2:24][C:25]([OH:27])=O)=[O:22])[CH:17]=2)[CH:15]=[CH:14][CH:13]=[CH:12][CH:11]=1.C1C=CC2N(O)N=NC=2C=1.CCN=C=NCCCN(C)C.[F:49][C:50]([F:64])([F:63])[C:51]1[CH:52]=[C:53]([CH:60]=[CH:61][CH:62]=1)[O:54][CH:55]1[CH2:59][CH2:58][NH:57][CH2:56]1. (3) Given the product [Cl:1][C:2]1[CH:16]=[CH:15][C:5]([O:6][CH2:7][C:8]([O:10][C:11]([CH3:14])([CH3:12])[CH3:13])=[O:9])=[C:4]([CH2:17][O:18][S:27]([CH3:26])(=[O:29])=[O:28])[CH:3]=1, predict the reactants needed to synthesize it. The reactants are: [Cl:1][C:2]1[CH:16]=[CH:15][C:5]([O:6][CH2:7][C:8]([O:10][C:11]([CH3:14])([CH3:13])[CH3:12])=[O:9])=[C:4]([CH2:17][OH:18])[CH:3]=1.C(N(CC)CC)C.[CH3:26][S:27](Cl)(=[O:29])=[O:28]. (4) Given the product [NH2:2][C:3]1[N:8]=[CH:7][N:6]=[C:5]2[N:9]([CH:30]3[CH2:34][CH2:33][NH:32][CH2:31]3)[N:10]=[C:11]([C:12]3[CH:13]=[CH:14][C:15]([NH:18][C:19]4[O:20][C:21]5[C:27]([CH3:28])=[CH:26][C:25]([CH3:29])=[CH:24][C:22]=5[N:23]=4)=[CH:16][CH:17]=3)[C:4]=12, predict the reactants needed to synthesize it. The reactants are: Cl.[NH2:2][C:3]1[N:8]=[CH:7][N:6]=[C:5]2[N:9]([CH:30]3[CH2:34][CH2:33][N:32](C(OC(C)(C)C)=O)[CH2:31]3)[N:10]=[C:11]([C:12]3[CH:17]=[CH:16][C:15]([NH:18][C:19]4[O:20][C:21]5[C:27]([CH3:28])=[CH:26][C:25]([CH3:29])=[CH:24][C:22]=5[N:23]=4)=[CH:14][CH:13]=3)[C:4]=12. (5) Given the product [C:15]([O:19][C:20]([N:22]1[CH2:27][CH2:26][CH:25]([NH:3][CH2:4][CH:5]([OH:6])[C:7]2[CH:12]=[CH:11][N:10]=[C:9]([S:13][CH3:14])[N:8]=2)[CH2:24][CH2:23]1)=[O:21])([CH3:18])([CH3:16])[CH3:17], predict the reactants needed to synthesize it. The reactants are: Cl.Cl.[NH2:3][CH2:4][CH:5]([C:7]1[CH:12]=[CH:11][N:10]=[C:9]([S:13][CH3:14])[N:8]=1)[OH:6].[C:15]([O:19][C:20]([N:22]1[CH2:27][CH2:26][C:25](=O)[CH2:24][CH2:23]1)=[O:21])([CH3:18])([CH3:17])[CH3:16].CC(O)=O.C(O[BH-](OC(=O)C)OC(=O)C)(=O)C.[Na+].